This data is from Reaction yield outcomes from USPTO patents with 853,638 reactions. The task is: Predict the reaction yield, written as a fraction of the theoretical maximum amount of product (1.0 means a 100% yield; for example, 0.34 means a 34% yield). (1) The product is [C:16]([C:3]1[C:4]([C:7]2[CH:8]=[CH:9][C:10]([N+:13]([O-:15])=[O:14])=[CH:11][CH:12]=2)=[N:5][S:6][C:2]=1[NH:1][C:31]([NH:30][CH2:29][CH2:28][CH2:27][C:26]([O:25][CH3:24])=[O:33])=[O:32])#[N:17]. The yield is 0.780. The catalyst is O1CCCC1. The reactants are [NH2:1][C:2]1[S:6][N:5]=[C:4]([C:7]2[CH:12]=[CH:11][C:10]([N+:13]([O-:15])=[O:14])=[CH:9][CH:8]=2)[C:3]=1[C:16]#[N:17].C(=O)([O-])[O-].[K+].[K+].[CH3:24][O:25][C:26](=[O:33])[CH2:27][CH2:28][CH2:29][N:30]=[C:31]=[O:32]. (2) The reactants are [NH2:1][C@H:2]([C:4]1[N:5]([CH:16]2[CH2:18][CH2:17]2)[C:6](=[O:15])[C:7]2[C:12]([CH:13]=1)=[CH:11][CH:10]=[CH:9][C:8]=2[Cl:14])[CH3:3].Cl[C:20]1[N:25]=[CH:24][N:23]=[C:22]([NH2:26])[C:21]=1[C:27]1[N:31]=[C:30]([CH3:32])[O:29][N:28]=1.CCN(C(C)C)C(C)C.CCOC(C)=O. The catalyst is CCCCO. The product is [NH2:26][C:22]1[N:23]=[CH:24][N:25]=[C:20]([NH:1][C@H:2]([C:4]2[N:5]([CH:16]3[CH2:18][CH2:17]3)[C:6](=[O:15])[C:7]3[C:12]([CH:13]=2)=[CH:11][CH:10]=[CH:9][C:8]=3[Cl:14])[CH3:3])[C:21]=1[C:27]1[N:31]=[C:30]([CH3:32])[O:29][N:28]=1. The yield is 0.350.